This data is from Peptide-MHC class II binding affinity with 134,281 pairs from IEDB. The task is: Regression. Given a peptide amino acid sequence and an MHC pseudo amino acid sequence, predict their binding affinity value. This is MHC class II binding data. (1) The binding affinity (normalized) is 0.797. The peptide sequence is DKGIPFMKMNISVIMHHHHHH. The MHC is DRB3_0202 with pseudo-sequence DRB3_0202. (2) The peptide sequence is MYVGGVEHRLEAACNWTRGE. The binding affinity (normalized) is 0.252. The MHC is DRB1_0401 with pseudo-sequence DRB1_0401. (3) The peptide sequence is AAATAGTTVYGYFAA. The MHC is HLA-DQA10102-DQB10602 with pseudo-sequence HLA-DQA10102-DQB10602. The binding affinity (normalized) is 0.566. (4) The peptide sequence is FPEQPQQPYPEQPQQ. The MHC is HLA-DQA10103-DQB10302 with pseudo-sequence CNFHQGGGARVAHIMYFGLTYYAVRTETVHLETT. The binding affinity (normalized) is 0.184. (5) The peptide sequence is GTSDEFPHSNGEIED. The MHC is DRB1_1101 with pseudo-sequence DRB1_1101. The binding affinity (normalized) is 0. (6) The binding affinity (normalized) is 0.155. The MHC is HLA-DPA10201-DPB10501 with pseudo-sequence HLA-DPA10201-DPB10501. The peptide sequence is RLIAFTSEHSHF. (7) The peptide sequence is EKKYFAATQSEPLAA. The MHC is HLA-DQA10401-DQB10402 with pseudo-sequence HLA-DQA10401-DQB10402. The binding affinity (normalized) is 0.502. (8) The MHC is DRB1_1302 with pseudo-sequence DRB1_1302. The binding affinity (normalized) is 0.599. The peptide sequence is GELQIVDLIDAAFKI. (9) The MHC is DRB1_0401 with pseudo-sequence DRB1_0401. The peptide sequence is YYAIHKASPVLAFPA. The binding affinity (normalized) is 0.639. (10) The peptide sequence is SRGNRAFIAINLQKN. The MHC is HLA-DQA10301-DQB10302 with pseudo-sequence HLA-DQA10301-DQB10302. The binding affinity (normalized) is 0.428.